From a dataset of Forward reaction prediction with 1.9M reactions from USPTO patents (1976-2016). Predict the product of the given reaction. (1) Given the reactants Cl[S:2]([C:5]1[S:6][C:7]([C:10]2[S:11][CH:12]=[CH:13][CH:14]=2)=[CH:8][CH:9]=1)(=[O:4])=[O:3].[NH2:15][C:16]1[O:20][N:19]=[C:18]([CH3:21])[C:17]=1[Br:22], predict the reaction product. The product is: [Br:22][C:17]1[C:18]([CH3:21])=[N:19][O:20][C:16]=1[NH:15][S:2]([C:5]1[S:6][C:7]([C:10]2[S:11][CH:12]=[CH:13][CH:14]=2)=[CH:8][CH:9]=1)(=[O:4])=[O:3]. (2) Given the reactants [SiH](CC)(CC)CC.B(F)(F)F.CCOCC.[Br:17][C:18]1[CH:19]=[C:20]([CH:24]([C:26]2[CH:31]=[CH:30][C:29]([O:32][CH2:33][CH3:34])=[CH:28][CH:27]=2)O)[CH:21]=[CH:22][CH:23]=1.C(=O)([O-])[O-].[Na+].[Na+], predict the reaction product. The product is: [Br:17][C:18]1[CH:23]=[CH:22][CH:21]=[C:20]([CH2:24][C:26]2[CH:31]=[CH:30][C:29]([O:32][CH2:33][CH3:34])=[CH:28][CH:27]=2)[CH:19]=1. (3) Given the reactants [Cl:1][C:2]1[CH:3]=[C:4]([NH:9][C:10]2[C:19]3[C:14](=[CH:15][C:16]([O:21][CH3:22])=[C:17]([OH:20])[CH:18]=3)[N:13]=[CH:12][N:11]=2)[CH:5]=[CH:6][C:7]=1[F:8].C([O-])([O-])=O.[K+].[K+].Cl[CH2:30][CH2:31][CH2:32][N:33]1[CH2:38][CH2:37][C:36]2[N:39]([CH3:43])[N:40]=[C:41]([CH3:42])[C:35]=2[CH2:34]1, predict the reaction product. The product is: [Cl:1][C:2]1[CH:3]=[C:4]([NH:9][C:10]2[C:19]3[C:14](=[CH:15][C:16]([O:21][CH3:22])=[C:17]([O:20][CH2:30][CH2:31][CH2:32][N:33]4[CH2:38][CH2:37][C:36]5[N:39]([CH3:43])[N:40]=[C:41]([CH3:42])[C:35]=5[CH2:34]4)[CH:18]=3)[N:13]=[CH:12][N:11]=2)[CH:5]=[CH:6][C:7]=1[F:8]. (4) Given the reactants [CH3:1][C:2]1[CH:3]=[CH:4][C:5]([CH:8]=[O:9])=[N:6][CH:7]=1.C[Si]([C:14]#[N:15])(C)C.[H-].[Al+3].[Li+].[H-].[H-].[H-].[OH-].[Na+], predict the reaction product. The product is: [NH2:15][CH2:14][CH:8]([C:5]1[CH:4]=[CH:3][C:2]([CH3:1])=[CH:7][N:6]=1)[OH:9]. (5) Given the reactants [C:1]([NH:4][C:5]1[CH:24]=[CH:23][C:8]([C:9]([NH:11][C:12]2[C:17]([F:18])=[CH:16][CH:15]=[C:14]([N+:19]([O-])=O)[C:13]=2[F:22])=[O:10])=[CH:7][N:6]=1)(=[O:3])[CH3:2], predict the reaction product. The product is: [C:1]([NH:4][C:5]1[CH:24]=[CH:23][C:8]([C:9]([NH:11][C:12]2[C:17]([F:18])=[CH:16][CH:15]=[C:14]([NH2:19])[C:13]=2[F:22])=[O:10])=[CH:7][N:6]=1)(=[O:3])[CH3:2]. (6) Given the reactants Cl[C:2]1[C:11]2=[N:12][N:13](CC3C=CC(OC)=CC=3)[CH:14]=[C:10]2[C:9]2[CH:8]=[C:7]([O:24][CH3:25])[CH:6]=[CH:5][C:4]=2[N:3]=1.[CH3:26][N:27]([CH:35]1[CH2:40][CH2:39][N:38]([CH3:41])[CH2:37][CH2:36]1)[C:28]1[CH:33]=[CH:32][C:31]([NH2:34])=[CH:30][CH:29]=1.Cl, predict the reaction product. The product is: [CH3:25][O:24][C:7]1[CH:6]=[CH:5][C:4]2[N:3]=[C:2]([NH:34][C:31]3[CH:30]=[CH:29][C:28]([N:27]([CH3:26])[CH:35]4[CH2:40][CH2:39][N:38]([CH3:41])[CH2:37][CH2:36]4)=[CH:33][CH:32]=3)[C:11]3=[N:12][NH:13][CH:14]=[C:10]3[C:9]=2[CH:8]=1. (7) Given the reactants [F:1][C:2]1[C:7]([NH2:8])=[CH:6][CH:5]=[C:4]([F:9])[C:3]=1[NH:10][C:11]1[C:16]([C:17]2[N:25]=[CH:24][N:23]=[C:22]3[C:18]=2[N:19]=[CH:20][N:21]3[CH:26]2[CH2:31][CH2:30][CH2:29][CH2:28][O:27]2)=[CH:15][CH:14]=[CH:13][N:12]=1.[N+:32]([C:35]1[CH:40]=[CH:39][CH:38]=[CH:37][C:36]=1[CH2:41][S:42](Cl)(=[O:44])=[O:43])([O-:34])=[O:33].N1C=CC=CC=1, predict the reaction product. The product is: [F:1][C:2]1[C:3]([NH:10][C:11]2[C:16]([C:17]3[N:25]=[CH:24][N:23]=[C:22]4[C:18]=3[N:19]=[CH:20][N:21]4[CH:26]3[CH2:31][CH2:30][CH2:29][CH2:28][O:27]3)=[CH:15][CH:14]=[CH:13][N:12]=2)=[C:4]([F:9])[CH:5]=[CH:6][C:7]=1[NH:8][S:42]([CH2:41][C:36]1[CH:37]=[CH:38][CH:39]=[CH:40][C:35]=1[N+:32]([O-:34])=[O:33])(=[O:43])=[O:44].